From a dataset of Retrosynthesis with 50K atom-mapped reactions and 10 reaction types from USPTO. Predict the reactants needed to synthesize the given product. (1) The reactants are: COC(=O)C(N)C(=O)OC.O=C(Cl)c1ccc(Cl)cc1. Given the product COC(=O)C(NC(=O)c1ccc(Cl)cc1)C(=O)OC, predict the reactants needed to synthesize it. (2) Given the product CNC(=O)n1ncc2cc(-c3cnc4[nH]cc(C(=O)c5c(F)ccc(NS(=O)(=O)c6cc(F)ccc6F)c5F)c4c3)ccc21, predict the reactants needed to synthesize it. The reactants are: CN=C=O.O=C(c1c(F)ccc(NS(=O)(=O)c2cc(F)ccc2F)c1F)c1c[nH]c2ncc(-c3ccc4[nH]ncc4c3)cc12. (3) The reactants are: CC(N)C(Oc1cc2cnn(-c3ccc(F)cc3)c2cc1Cl)c1ccc(F)cc1.O=C(OC(=O)C(F)(F)F)C(F)(F)F. Given the product CC(NC(=O)C(F)(F)F)C(Oc1cc2cnn(-c3ccc(F)cc3)c2cc1Cl)c1ccc(F)cc1, predict the reactants needed to synthesize it. (4) Given the product C[Si](C)(C)CCOCN1C(=O)C(F)(F)c2ccc(Br)cc21, predict the reactants needed to synthesize it. The reactants are: C[Si](C)(C)CCOCCl.O=C1Nc2cc(Br)ccc2C1(F)F. (5) Given the product O=C(CNC(=O)c1ccccc1)Cc1cc([C@@H]2O[C@H](COCc3ccccc3)[C@@H](OCc3ccccc3)[C@H](OCc3ccccc3)[C@H]2OCc2ccccc2)ccc1Cl, predict the reactants needed to synthesize it. The reactants are: NCC(=O)Cc1cc([C@@H]2O[C@H](COCc3ccccc3)[C@@H](OCc3ccccc3)[C@H](OCc3ccccc3)[C@H]2OCc2ccccc2)ccc1Cl.O=C(O)c1ccccc1. (6) Given the product CCOC(C)Oc1cc(NC(=O)OCc2ccccc2)cc(C(=O)OC)c1, predict the reactants needed to synthesize it. The reactants are: C=COCC.COC(=O)c1cc(O)cc(NC(=O)OCc2ccccc2)c1.